Dataset: Forward reaction prediction with 1.9M reactions from USPTO patents (1976-2016). Task: Predict the product of the given reaction. (1) The product is: [CH:17]1([CH2:16][NH:15][CH2:14][CH2:13][C:10]2[CH:11]=[CH:12][C:7]([CH2:6][N:1]3[CH2:5][CH2:4][CH2:3][CH2:2]3)=[CH:8][CH:9]=2)[CH2:22][CH2:21][CH:20]=[CH:19][CH2:18]1. Given the reactants [N:1]1([CH2:6][C:7]2[CH:12]=[CH:11][C:10]([CH2:13][CH2:14][NH2:15])=[CH:9][CH:8]=2)[CH2:5][CH2:4][CH2:3][CH2:2]1.[CH:16](=O)[CH:17]1[CH2:22][CH:21]=[CH:20][CH2:19][CH2:18]1, predict the reaction product. (2) Given the reactants [N:1]1([CH2:6][C@@H:7]([O:14][C:15]2[CH:24]=[CH:23][C:22]3[C:21](=[O:25])[CH2:20][CH2:19][CH2:18][C:17]=3[C:16]=2[CH2:26][S:27][C:28]2[CH:36]=[CH:35][CH:34]=[CH:33][C:29]=2[C:30](O)=[O:31])[C:8]2[CH:13]=[CH:12][CH:11]=[CH:10][CH:9]=2)[CH:5]=[CH:4][N:3]=[CH:2]1.[CH3:37][O:38][CH2:39][CH2:40][NH2:41], predict the reaction product. The product is: [N:1]1([CH2:6][C@@H:7]([O:14][C:15]2[CH:24]=[CH:23][C:22]3[C:21](=[O:25])[CH2:20][CH2:19][CH2:18][C:17]=3[C:16]=2[CH2:26][S:27][C:28]2[CH:36]=[CH:35][CH:34]=[CH:33][C:29]=2[C:30]([NH:41][CH2:40][CH2:39][O:38][CH3:37])=[O:31])[C:8]2[CH:9]=[CH:10][CH:11]=[CH:12][CH:13]=2)[CH:5]=[CH:4][N:3]=[CH:2]1. (3) Given the reactants N(C(OC(C)C)=O)=NC(OC(C)C)=O.[CH3:15][C:16]1[CH:17]=[CH:18][C:19]([C:22]2[CH:23]=[C:24]([CH2:28]O)[CH:25]=[CH:26][CH:27]=2)=[N:20][CH:21]=1.[F:30][C:31]1[CH:32]=[C:33]([C:38]2[CH:39]=[CH:40][C:41](=[O:44])[NH:42][N:43]=2)[CH:34]=[C:35]([F:37])[CH:36]=1.C1(P(C2C=CC=CC=2)C2C=CC=CC=2)C=CC=CC=1, predict the reaction product. The product is: [F:30][C:31]1[CH:32]=[C:33]([C:38]2[CH:39]=[CH:40][C:41](=[O:44])[N:42]([CH2:28][C:24]3[CH:25]=[CH:26][CH:27]=[C:22]([C:19]4[CH:18]=[CH:17][C:16]([CH3:15])=[CH:21][N:20]=4)[CH:23]=3)[N:43]=2)[CH:34]=[C:35]([F:37])[CH:36]=1. (4) Given the reactants C1(C[O:8][C:9](=[O:28])[C:10]2[CH:15]=[CH:14][C:13]([C:16]([F:19])([F:18])[F:17])=[CH:12][C:11]=2[O:20][CH2:21][CH:22]2[CH2:27][CH2:26][CH2:25][CH2:24][CH2:23]2)CCCCC1.[Li+].[OH-], predict the reaction product. The product is: [CH:22]1([CH2:21][O:20][C:11]2[CH:12]=[C:13]([C:16]([F:17])([F:18])[F:19])[CH:14]=[CH:15][C:10]=2[C:9]([OH:28])=[O:8])[CH2:27][CH2:26][CH2:25][CH2:24][CH2:23]1. (5) Given the reactants [NH2:1][C:2]1[CH:3]=[C:4]([CH:21]=[CH:22][C:23]=1[O:24][C:25]([F:28])([F:27])[F:26])[C:5]([NH:7][C:8]1[CH:9]=[N:10][C:11]([C:14]2[CH:19]=[CH:18][CH:17]=[CH:16][C:15]=2[F:20])=[CH:12][CH:13]=1)=[O:6].N1C=CC=CC=1.[Cl:35][CH2:36][C:37](Cl)=[O:38], predict the reaction product. The product is: [Cl:35][CH2:36][C:37]([NH:1][C:2]1[CH:3]=[C:4]([CH:21]=[CH:22][C:23]=1[O:24][C:25]([F:27])([F:28])[F:26])[C:5]([NH:7][C:8]1[CH:9]=[N:10][C:11]([C:14]2[CH:19]=[CH:18][CH:17]=[CH:16][C:15]=2[F:20])=[CH:12][CH:13]=1)=[O:6])=[O:38].